This data is from Reaction yield outcomes from USPTO patents with 853,638 reactions. The task is: Predict the reaction yield, written as a fraction of the theoretical maximum amount of product (1.0 means a 100% yield; for example, 0.34 means a 34% yield). (1) The reactants are [CH:1]1[CH:2]=[C:3]([N:9]2[CH2:14][CH2:13][N:12]([CH2:15][CH2:16][CH2:17][CH2:18][O:19][C:20]3[CH:21]=[CH:22][C:23]4[CH2:30][CH2:29][C:27](=[O:28])[NH:26][C:24]=4[CH:25]=3)[CH2:11][CH2:10]2)[C:4]([Cl:8])=[C:5]([Cl:7])[CH:6]=1.C[Si](C)(C)[Cl:33]. The catalyst is C(O)CCC. The product is [CH:1]1[CH:2]=[C:3]([N:9]2[CH2:14][CH2:13][N:12]([CH2:15][CH2:16][CH2:17][CH2:18][O:19][C:20]3[CH:21]=[CH:22][C:23]4[CH2:30][CH2:29][C:27](=[O:28])[NH:26][C:24]=4[CH:25]=3)[CH2:11][CH2:10]2)[C:4]([Cl:8])=[C:5]([Cl:7])[CH:6]=1.[ClH:33]. The yield is 0.940. (2) The product is [S:13]1[CH:14]=[CH:15][CH:16]=[C:12]1[C:10]([NH:9][CH2:8][C:7]([OH:17])=[O:6])=[O:11]. The yield is 0.700. The reactants are O[Li].O.C([O:6][C:7](=[O:17])[CH2:8][NH:9][C:10]([C:12]1[S:13][CH:14]=[CH:15][CH:16]=1)=[O:11])C.C1COCC1.O. The catalyst is CO. (3) The reactants are Br[C:2]1[CH:3]=[C:4]2[C:8](=[CH:9][CH:10]=1)[NH:7][CH:6]=[CH:5]2.[O:11]1[CH2:16][CH2:15][CH2:14][CH2:13][CH:12]1[N:17]1[CH:21]=[C:20](C2OC(C)(C)C(C)(C)O2)[CH:19]=[N:18]1.C([O-])([O-])=O.[Cs+].[Cs+].C(Cl)Cl. The catalyst is CN(C=O)C.O. The product is [O:11]1[CH2:16][CH2:15][CH2:14][CH2:13][CH:12]1[N:17]1[CH:21]=[C:20]([C:2]2[CH:3]=[C:4]3[C:8](=[CH:9][CH:10]=2)[NH:7][CH:6]=[CH:5]3)[CH:19]=[N:18]1. The yield is 0.660. (4) The reactants are [N:1]1([C:7]2[N:12]=[C:11]([C:13]3[C:14]([C:20]([F:23])([F:22])[F:21])=[CH:15][C:16]([NH2:19])=[N:17][CH:18]=3)[CH:10]=[C:9]([N:24]3[CH2:29][CH2:28][O:27][CH2:26][CH2:25]3)[N:8]=2)[CH2:6][CH2:5][O:4][CH2:3][CH2:2]1.CC(C)=O.[ClH:34]. The catalyst is C(O)(C)C. The product is [ClH:34].[N:1]1([C:7]2[N:12]=[C:11]([C:13]3[C:14]([C:20]([F:23])([F:21])[F:22])=[CH:15][C:16]([NH2:19])=[N:17][CH:18]=3)[CH:10]=[C:9]([N:24]3[CH2:25][CH2:26][O:27][CH2:28][CH2:29]3)[N:8]=2)[CH2:2][CH2:3][O:4][CH2:5][CH2:6]1. The yield is 0.881. (5) The reactants are C([NH:20][S:21](=[O:46])(=[O:45])[O:22][CH2:23][C@@H:24]1[C@@H:31]2[C@@H:27]([O:28]C(C)(C)[O:30]2)[C@H:26]([N:34]2[CH:42]=[N:41][C:40]3[C:35]2=[N:36][CH:37]=[N:38][C:39]=3[CH2:43][CH3:44])[O:25]1)(C1C=CC=CC=1)(C1C=CC=CC=1)C1C=CC=CC=1. The catalyst is C(O)(C(F)(F)F)=O.O. The product is [S:21](=[O:46])(=[O:45])([O:22][CH2:23][C@@H:24]1[C@@H:31]([OH:30])[C@@H:27]([OH:28])[C@H:26]([N:34]2[CH:42]=[N:41][C:40]3[C:35]2=[N:36][CH:37]=[N:38][C:39]=3[CH2:43][CH3:44])[O:25]1)[NH2:20]. The yield is 0.840. (6) The reactants are [CH:1]1([CH2:4][CH2:5][O:6][C:7]2[CH:19]=[CH:18][C:10]([C:11]([NH:13][CH2:14][C:15]([OH:17])=[O:16])=O)=[CH:9][CH:8]=2)[CH2:3][CH2:2]1.[CH:20]1([C:23]2[CH:28]=[CH:27][C:26](/[CH:29]=C(\NC(=O)C3C=CC(OCCC4C=CC(OC)=CC=4)=CC=3)/C(NCCO)=O)=[CH:25][CH:24]=2)[CH2:22][CH2:21]1.C([O-])(=O)C.[Na+].C(OC(=O)C)(=O)C. The catalyst is O.CCCCCC. The product is [CH:20]1([C:23]2[CH:28]=[CH:27][C:26](/[CH:29]=[C:14]3\[N:13]=[C:11]([C:10]4[CH:9]=[CH:8][C:7]([O:6][CH2:5][CH2:4][CH:1]5[CH2:2][CH2:3]5)=[CH:19][CH:18]=4)[O:17][C:15]\3=[O:16])=[CH:25][CH:24]=2)[CH2:22][CH2:21]1. The yield is 0.740.